Dataset: Full USPTO retrosynthesis dataset with 1.9M reactions from patents (1976-2016). Task: Predict the reactants needed to synthesize the given product. (1) The reactants are: Br[C:2]1[CH:7]=[CH:6][CH:5]=[C:4]([Br:8])[N:3]=1.[F:9][C:10]1[CH:15]=[CH:14][C:13](B(O)O)=[C:12]([CH3:19])[CH:11]=1.C(=O)([O-])[O-].[Tl+2]. Given the product [Br:8][C:4]1[CH:5]=[CH:6][CH:7]=[C:2]([C:13]2[CH:14]=[CH:15][C:10]([F:9])=[CH:11][C:12]=2[CH3:19])[N:3]=1, predict the reactants needed to synthesize it. (2) Given the product [Cl:1][C:2]1[CH:3]=[CH:4][C:5]([CH2:6][O:7][CH2:8][C:9]2[N:14]=[C:13]([NH:15][S:25]([C:22]3[CH:23]=[CH:24][C:19]([F:18])=[C:20]([C:29]([F:32])([F:30])[F:31])[CH:21]=3)(=[O:27])=[O:26])[CH:12]=[CH:11][CH:10]=2)=[CH:16][CH:17]=1, predict the reactants needed to synthesize it. The reactants are: [Cl:1][C:2]1[CH:17]=[CH:16][C:5]([CH2:6][O:7][CH2:8][C:9]2[N:14]=[C:13]([NH2:15])[CH:12]=[CH:11][CH:10]=2)=[CH:4][CH:3]=1.[F:18][C:19]1[CH:24]=[CH:23][C:22]([S:25](Cl)(=[O:27])=[O:26])=[CH:21][C:20]=1[C:29]([F:32])([F:31])[F:30]. (3) Given the product [C:16]([C:11]1[NH:12][C:13]2[C:9]([CH:10]=1)=[CH:8][CH:7]=[CH:15][CH:14]=2)(=[O:18])[CH3:17], predict the reactants needed to synthesize it. The reactants are: Cl[Sn](Cl)(Cl)Cl.Br[C:7]1[CH:8]=[C:9]2[C:13](=[CH:14][CH:15]=1)[NH:12][CH:11]=[CH:10]2.[C:16](Cl)(=[O:18])[CH3:17].O. (4) Given the product [F:20][C:14]1[C:15]([NH:31][CH:32]2[CH:37]3[CH2:38][CH:34]([CH2:35][CH:36]3[C:39]([OH:41])=[O:40])[CH2:33]2)=[N:16][C:11]([C:10]2[C:4]3[C:5](=[N:6][CH:7]=[C:2]([F:1])[CH:3]=3)[NH:8][CH:9]=2)=[N:12][CH:13]=1, predict the reactants needed to synthesize it. The reactants are: [F:1][C:2]1[CH:3]=[C:4]2[C:10]([C:11]3[N:16]=[C:15](S(C)=O)[C:14]([F:20])=[CH:13][N:12]=3)=[CH:9][N:8](S(C3C=CC(C)=CC=3)(=O)=O)[C:5]2=[N:6][CH:7]=1.[NH2:31][CH:32]1[CH:37]2[CH2:38][CH:34]([CH2:35][CH:36]2[C:39]([OH:41])=[O:40])[CH2:33]1.C(N(C(C)C)CC)(C)C.[Li+].[OH-].FC(F)(F)C(O)=O. (5) Given the product [I:1][C:2]1[CH:9]=[CH:8][C:5]([CH:6]2[O:38][CH2:35][CH2:36][O:37]2)=[C:4]([C:10]([F:13])([F:12])[F:11])[CH:3]=1, predict the reactants needed to synthesize it. The reactants are: [I:1][C:2]1[CH:9]=[CH:8][C:5]([C:6]#N)=[C:4]([C:10]([F:13])([F:12])[F:11])[CH:3]=1.CC(C[AlH]CC(C)C)C.CC1C=CC(S(O)(=O)=O)=CC=1.O.[CH2:35]([OH:38])[CH2:36][OH:37]. (6) Given the product [CH2:1]([O:3][C:4]([C:6]1[S:7][C:8]([NH2:20])=[C:9]([C:18]#[N:19])[C:10]=1[C:11]1[CH:16]=[CH:15][C:14]([C:24]2[CH:25]=[CH:26][CH:27]=[CH:28][C:23]=2[S:22][CH3:21])=[CH:13][CH:12]=1)=[O:5])[CH3:2], predict the reactants needed to synthesize it. The reactants are: [CH2:1]([O:3][C:4]([C:6]1[S:7][C:8]([NH2:20])=[C:9]([C:18]#[N:19])[C:10]=1[C:11]1[CH:16]=[CH:15][C:14](I)=[CH:13][CH:12]=1)=[O:5])[CH3:2].[CH3:21][S:22][C:23]1[CH:28]=[CH:27][CH:26]=[CH:25][C:24]=1B(O)O.C(=O)([O-])[O-].[Na+].[Na+].